This data is from Experimentally validated miRNA-target interactions with 360,000+ pairs, plus equal number of negative samples. The task is: Binary Classification. Given a miRNA mature sequence and a target amino acid sequence, predict their likelihood of interaction. The miRNA is hsa-miR-372-3p with sequence AAAGUGCUGCGACAUUUGAGCGU. The protein sequence of the target gene is MADSSGRGAGKPATGPTNSSSAKKKDKRVQGGRVIESRYLQYEKKTTQKAPAGDGSQTRGKMSEGGRKSSLLQKSKADSSGVGKGDLQSTLLEGHGTAPPDLDLSAINDKSIVKKTPQLAKTISKKPESTSFSAPRKKSPDLSEAMEMMESQTLLLTLLSVKMENNLAEFERRAEKNLLIMCKEKEKLQKKAHELKRRLLLSQRKRELADVLDAQIEMLSPFEAVATRFKEQYRTFATALDTTRHELPVRSIHLEGDGQQLLDALQHELVTTQRLLGELDVGDSEENVQVLDLLSELKDV.... Result: 1 (interaction).